This data is from Catalyst prediction with 721,799 reactions and 888 catalyst types from USPTO. The task is: Predict which catalyst facilitates the given reaction. (1) Reactant: [NH2:1][C@@H:2]1[CH2:6][CH2:5][N:4]([C:7]([O:9][C:10]([CH3:13])([CH3:12])[CH3:11])=[O:8])[CH2:3]1.C(N(CC)CC)C.[Br:21][C:22]1[CH:23]=[C:24]([S:28](Cl)(=[O:30])=[O:29])[CH:25]=[CH:26][CH:27]=1. Product: [Br:21][C:22]1[CH:23]=[C:24]([S:28]([NH:1][C@@H:2]2[CH2:6][CH2:5][N:4]([C:7]([O:9][C:10]([CH3:13])([CH3:12])[CH3:11])=[O:8])[CH2:3]2)(=[O:30])=[O:29])[CH:25]=[CH:26][CH:27]=1. The catalyst class is: 3. (2) Reactant: [NH2:1][C:2]1[CH:3]=[CH:4][C:5]([C:8]([OH:10])=O)=[N:6][CH:7]=1.[Cl-].[NH4+].C([N:15]=C=NCCCN(C)C)C.ON1C2C=CC=CC=2N=N1.C(=O)([O-])O.[Na+]. Product: [NH2:1][C:2]1[CH:3]=[CH:4][C:5]([C:8]([NH2:15])=[O:10])=[N:6][CH:7]=1. The catalyst class is: 9. (3) Reactant: [NH3:1].[F:2][C:3]1[CH:8]=[CH:7][CH:6]=[CH:5][C:4]=1[C:9]1[N:13]2[N:14]=[C:15]([S:18][CH:19]([CH2:25][CH3:26])[C:20](OCC)=[O:21])[CH:16]=[CH:17][C:12]2=[N:11][N:10]=1. Product: [F:2][C:3]1[CH:8]=[CH:7][CH:6]=[CH:5][C:4]=1[C:9]1[N:13]2[N:14]=[C:15]([S:18][CH:19]([CH2:25][CH3:26])[C:20]([NH2:1])=[O:21])[CH:16]=[CH:17][C:12]2=[N:11][N:10]=1. The catalyst class is: 5. (4) The catalyst class is: 8. Reactant: [F:1][C:2]1[CH:3]=[C:4]2[C:8](=[CH:9][CH:10]=1)[NH:7][C:6](=[O:11])[C:5]2=O.Cl.[NH:14]([C:16]1[CH:21]=[CH:20][C:19]([S:22]([NH2:25])(=[O:24])=[O:23])=[CH:18][CH:17]=1)[NH2:15].C([O-])(=O)C.[Na+]. Product: [F:1][C:2]1[CH:3]=[C:4]2[C:8](=[CH:9][CH:10]=1)[NH:7][C:6](=[O:11])[C:5]2=[N:15][NH:14][C:16]1[CH:21]=[CH:20][C:19]([S:22]([NH2:25])(=[O:23])=[O:24])=[CH:18][CH:17]=1. (5) Reactant: [CH2:1]([O:8][N:9]=[C:10]1[CH:26]([C:27]2[CH:28]=[C:29]([CH3:33])[CH:30]=[CH:31][CH:32]=2)[CH2:25][N:13]2[CH2:14][CH2:15][C:16]3[C:21]([CH:12]2[CH2:11]1)=[CH:20][CH:19]=[C:18]([O:22][CH3:23])[C:17]=3[OH:24])[C:2]1[CH:7]=[CH:6][CH:5]=[CH:4][CH:3]=1.CC([O-])(C)C.[K+].Cl[CH2:41][CH2:42][O:43][CH3:44]. Product: [CH2:1]([O:8][N:9]=[C:10]1[CH:26]([C:27]2[CH:28]=[C:29]([CH3:33])[CH:30]=[CH:31][CH:32]=2)[CH2:25][N:13]2[CH2:14][CH2:15][C:16]3[C:21]([CH:12]2[CH2:11]1)=[CH:20][CH:19]=[C:18]([O:22][CH3:23])[C:17]=3[O:24][CH2:41][CH2:42][O:43][CH3:44])[C:2]1[CH:3]=[CH:4][CH:5]=[CH:6][CH:7]=1. The catalyst class is: 3. (6) The catalyst class is: 5. Reactant: [Br:1][C:2]1[CH:9]=[CH:8][C:5]([CH:6]=O)=[CH:4][CH:3]=1.[NH2:10][C:11]1[NH:15][N:14]=[CH:13][C:12]=1[C:16]#[N:17].[N:18]#[C-:19].[CH2:20]1[CH2:24][CH2:23][CH2:22][CH2:21]1.Cl(O)(=O)(=O)=O. Product: [CH:20]1([NH:18][C:19]2[N:15]3[N:14]=[CH:13][C:12]([C:16]#[N:17])=[C:11]3[NH:10][C:6]=2[C:5]2[CH:8]=[CH:9][C:2]([Br:1])=[CH:3][CH:4]=2)[CH2:24][CH2:23][CH2:22][CH2:21]1.